From a dataset of Catalyst prediction with 721,799 reactions and 888 catalyst types from USPTO. Predict which catalyst facilitates the given reaction. (1) Reactant: [Cl:1][C:2]1[CH:3]=[CH:4][C:5]2[N:6]([C:8]([C:11]([C:14]3[C:15]([F:25])=[C:16]4[C:21](=[CH:22][C:23]=3[F:24])[N:20]=[CH:19][CH:18]=[CH:17]4)(O)[CH3:12])=[CH:9][N:10]=2)[N:7]=1.II.O[PH2]=O.[OH-].[Na+]. Product: [Cl:1][C:2]1[CH:3]=[CH:4][C:5]2[N:6]([C:8]([CH:11]([C:14]3[C:15]([F:25])=[C:16]4[C:21](=[CH:22][C:23]=3[F:24])[N:20]=[CH:19][CH:18]=[CH:17]4)[CH3:12])=[CH:9][N:10]=2)[N:7]=1. The catalyst class is: 211. (2) Reactant: [Cl:1][C:2]1[N:7]=[CH:6][C:5]([CH2:8][OH:9])=[C:4]([NH:10][CH2:11][CH3:12])[CH:3]=1. Product: [Cl:1][C:2]1[CH:3]=[C:4]([NH:10][CH2:11][CH3:12])[C:5]([CH:8]=[O:9])=[CH:6][N:7]=1. The catalyst class is: 177. (3) Reactant: [CH:1]1[CH2:5][CH:4]=[CH:3][CH:2]=1.[CH3:6]O.N1[CH2:12][CH2:11][CH2:10][CH2:9]1.[C:13](O)(=O)[CH3:14]. Product: [CH:9]1([C:2]2[C:1](=[CH2:6])[CH:5]=[CH:4][CH:3]=2)[CH2:14][CH2:13][CH2:12][CH2:11][CH2:10]1. The catalyst class is: 6.